From a dataset of Reaction yield outcomes from USPTO patents with 853,638 reactions. Predict the reaction yield, written as a fraction of the theoretical maximum amount of product (1.0 means a 100% yield; for example, 0.34 means a 34% yield). (1) The reactants are Cl.[C:2]1(=[O:13])[C:7]2([CH2:12][CH2:11][NH:10][CH2:9][CH2:8]2)[CH2:6][CH2:5][CH2:4][NH:3]1.C(N(CC)CC)C.[F:21][C:22]([F:34])([F:33])[C:23]1[CH:24]=[C:25]([S:29](Cl)(=[O:31])=[O:30])[CH:26]=[CH:27][CH:28]=1. The catalyst is ClCCl. The product is [F:34][C:22]([F:21])([F:33])[C:23]1[CH:24]=[C:25]([S:29]([N:10]2[CH2:11][CH2:12][C:7]3([C:2](=[O:13])[NH:3][CH2:4][CH2:5][CH2:6]3)[CH2:8][CH2:9]2)(=[O:30])=[O:31])[CH:26]=[CH:27][CH:28]=1. The yield is 0.0600. (2) The reactants are [CH:1]1([SH:6])CCC[CH2:2]1.FC1C=C(C)C=CC=1[N+]([O-])=[O:15].[CH:18]1([S:23]([C:26]2[CH:27]=[C:28]([CH3:35])[CH:29]=[CH:30][C:31]=2[N+:32]([O-])=O)(=[O:25])=[O:24])[CH2:22][CH2:21][CH2:20][CH2:19]1.C1(S(C2C=C(C)C=CC=2N)(=O)=O)CCCC1.[NH2:52][C:53]1SC=[CH:56][N:57]=1. No catalyst specified. The product is [CH:18]1([S:23]([C:26]2[CH:27]=[C:28]([CH3:35])[CH:29]=[CH:30][C:31]=2[NH:32][C:56]([NH:57][C:53]2[S:6][CH:1]=[CH:2][N:52]=2)=[O:15])(=[O:25])=[O:24])[CH2:22][CH2:21][CH2:20][CH2:19]1. The yield is 0.620. (3) The reactants are Br[C:2]1[CH:3]=[CH:4][C:5]([O:19][CH3:20])=[C:6]([CH:8]2[C:13](=[O:14])[NH:12][C:11]3[CH:15]=[CH:16][CH:17]=[CH:18][C:10]=3[O:9]2)[CH:7]=1.[Cu][C:22]#[N:23].C(Cl)Cl.[OH-].[NH4+]. The catalyst is CN(C=O)C. The product is [CH3:20][O:19][C:5]1[CH:4]=[CH:3][C:2]([C:22]#[N:23])=[CH:7][C:6]=1[CH:8]1[C:13](=[O:14])[NH:12][C:11]2[CH:15]=[CH:16][CH:17]=[CH:18][C:10]=2[O:9]1. The yield is 0.890. (4) The reactants are C1(C)C=CC(S([Cl:10])(=O)=O)=CC=1.O[CH2:13][C:14]1[N:19]=[C:18]([N:20]2[CH2:25][CH2:24][N:23]3[N:26]=[C:27]([CH2:29][O:30][C:31]4[CH:36]=[CH:35][CH:34]=[CH:33][CH:32]=4)[CH:28]=[C:22]3[C:21]2=[O:37])[CH:17]=[CH:16][CH:15]=1.C([O-])(O)=O.[Na+]. The catalyst is C(Cl)Cl. The product is [Cl:10][CH2:13][C:14]1[N:19]=[C:18]([N:20]2[CH2:25][CH2:24][N:23]3[N:26]=[C:27]([CH2:29][O:30][C:31]4[CH:36]=[CH:35][CH:34]=[CH:33][CH:32]=4)[CH:28]=[C:22]3[C:21]2=[O:37])[CH:17]=[CH:16][CH:15]=1. The yield is 0.270. (5) The reactants are C(N(CC)CC)C.[NH:8]=[C:9](OC)[CH2:10][CH2:11][CH2:12][CH2:13][C:14]([O:16][CH3:17])=[O:15].[CH:20]([NH:22][NH2:23])=O. The catalyst is CO. The product is [N:22]1[N:23]=[C:9]([CH2:10][CH2:11][CH2:12][CH2:13][C:14]([O:16][CH3:17])=[O:15])[NH:8][CH:20]=1. The yield is 1.05. (6) The reactants are [N+:1]([O:4][CH2:5][CH2:6][CH2:7][O:8][C:9]([C:11]1[NH:15][C:14]([CH2:16][CH2:17][CH2:18][CH3:19])=[N:13][C:12]=1[Cl:20])=[O:10])([O-:3])=[O:2].CC([O-])(C)C.[K+].[C:27]1([C:33]([C:59]2[CH:64]=[CH:63][CH:62]=[CH:61][CH:60]=2)([C:53]2[CH:58]=[CH:57][CH:56]=[CH:55][CH:54]=2)[N:34]2[C:38]([C:39]3[CH:44]=[CH:43][CH:42]=[CH:41][C:40]=3[C:45]3[CH:50]=[CH:49][C:48]([CH2:51]Br)=[CH:47][CH:46]=3)=[N:37][N:36]=[N:35]2)[CH:32]=[CH:31][CH:30]=[CH:29][CH:28]=1. The catalyst is CC(N(C)C)=O. The product is [N+:1]([O:4][CH2:5][CH2:6][CH2:7][O:8][C:9]([C:11]1[N:15]([CH2:51][C:48]2[CH:47]=[CH:46][C:45]([C:40]3[CH:41]=[CH:42][CH:43]=[CH:44][C:39]=3[C:38]3[N:34]([C:33]([C:59]4[CH:64]=[CH:63][CH:62]=[CH:61][CH:60]=4)([C:53]4[CH:54]=[CH:55][CH:56]=[CH:57][CH:58]=4)[C:27]4[CH:32]=[CH:31][CH:30]=[CH:29][CH:28]=4)[N:35]=[N:36][N:37]=3)=[CH:50][CH:49]=2)[C:14]([CH2:16][CH2:17][CH2:18][CH3:19])=[N:13][C:12]=1[Cl:20])=[O:10])([O-:3])=[O:2]. The yield is 0.800. (7) The reactants are C(OC([N:8]1[CH2:13][CH2:12][N:11]([C:14]2[C:23]3[C:18](=[CH:19][CH:20]=[CH:21][CH:22]=3)[N:17]3[N:24]=[N:25][C:26]([C:27]4[CH:32]=[CH:31][CH:30]=[CH:29][C:28]=4[F:33])=[C:16]3[N:15]=2)[CH2:10][CH2:9]1)=O)(C)(C)C. The catalyst is ClCCl. The product is [F:33][C:28]1[CH:29]=[CH:30][CH:31]=[CH:32][C:27]=1[C:26]1[N:25]=[N:24][N:17]2[C:18]3[C:23](=[CH:22][CH:21]=[CH:20][CH:19]=3)[C:14]([N:11]3[CH2:10][CH2:9][NH:8][CH2:13][CH2:12]3)=[N:15][C:16]=12. The yield is 1.00.